Dataset: Catalyst prediction with 721,799 reactions and 888 catalyst types from USPTO. Task: Predict which catalyst facilitates the given reaction. (1) Reactant: [Br:1][C:2]1[CH:3]=[C:4]2[C:9](=[CH:10][CH:11]=1)[C:8](=[O:12])[N:7](S(C1C=CC=CC=1)(=O)=O)[CH:6]=[C:5]2[CH2:22][N:23]1[CH2:28][CH2:27][N:26]([C:29]([O:31][C:32]([CH3:35])([CH3:34])[CH3:33])=[O:30])[C@@H:25]([CH3:36])[CH2:24]1.[OH-].[Na+]. Product: [Br:1][C:2]1[CH:3]=[C:4]2[C:9](=[CH:10][CH:11]=1)[C:8](=[O:12])[NH:7][CH:6]=[C:5]2[CH2:22][N:23]1[CH2:28][CH2:27][N:26]([C:29]([O:31][C:32]([CH3:35])([CH3:34])[CH3:33])=[O:30])[C@@H:25]([CH3:36])[CH2:24]1. The catalyst class is: 18. (2) Reactant: C(O[N:4]=[CH:5][C:6]1[CH:7]=[C:8]2[C:12](=[CH:13][CH:14]=1)[NH:11][N:10]=[C:9]2[C:15]1[CH:16]=[C:17]([C:21]([NH:23][C:24]2[CH:29]=[CH:28][C:27]([F:30])=[CH:26][CH:25]=2)=[O:22])[CH:18]=[CH:19][CH:20]=1)C.[NH2:31][NH:32][C:33](=O)[CH2:34][N:35]([CH3:37])[CH3:36].C[O-].[Na+].Cl. Product: [CH3:36][N:35]([CH2:34][C:33]1[N:4]=[C:5]([C:6]2[CH:7]=[C:8]3[C:12](=[CH:13][CH:14]=2)[NH:11][N:10]=[C:9]3[C:15]2[CH:16]=[C:17]([C:21]([NH:23][C:24]3[CH:25]=[CH:26][C:27]([F:30])=[CH:28][CH:29]=3)=[O:22])[CH:18]=[CH:19][CH:20]=2)[NH:31][N:32]=1)[CH3:37]. The catalyst class is: 125. (3) Reactant: COC1N=C([C:9]2[CH:14]=[CH:13][N:12]=[CH:11][C:10]=2[N:15](C)[C:16](=O)C2C=C(C(F)(F)F)C=C(C(F)(F)F)C=2)C=CC=1.[F:33][C:34]1[C:39]([O:40][CH3:41])=[CH:38][CH:37]=[C:36]([F:42])[C:35]=1B(O)O. Product: [F:33][C:34]1[C:39]([O:40][CH3:41])=[CH:38][CH:37]=[C:36]([F:42])[C:35]=1[C:9]1[CH:14]=[CH:13][N:12]=[CH:11][C:10]=1[NH:15][CH3:16]. The catalyst class is: 828. (4) Reactant: [Cl:1][C:2]1[C:7](=[O:8])[N:6]([CH2:9][C:10]([NH:12][CH:13]([CH2:19][CH3:20])[C:14]([O:16]CC)=[O:15])=[O:11])[N:5]=[CH:4][C:3]=1[NH:21][C@@H:22]1[CH2:27][C@@H:26]2[CH2:28][C@@H:24]([C:25]2([CH3:30])[CH3:29])[C@H:23]1[CH3:31].[OH-].[Na+].Cl. Product: [Cl:1][C:2]1[C:7](=[O:8])[N:6]([CH2:9][C:10]([NH:12][CH:13]([CH2:19][CH3:20])[C:14]([OH:16])=[O:15])=[O:11])[N:5]=[CH:4][C:3]=1[NH:21][C@@H:22]1[CH2:27][C@@H:26]2[CH2:28][C@@H:24]([C:25]2([CH3:29])[CH3:30])[C@H:23]1[CH3:31]. The catalyst class is: 12. (5) Reactant: [C:1]1([C:7]2[CH:8]=[C:9]3[C:13](=[C:14]([C:16]([NH2:18])=[O:17])[CH:15]=2)[NH:12][CH:11]=[CH:10]3)[CH:6]=[CH:5][CH:4]=[CH:3][CH:2]=1.[Br:19]N1C(=O)CCC1=O. Product: [Br:19][C:10]1[C:9]2[C:13](=[C:14]([C:16]([NH2:18])=[O:17])[CH:15]=[C:7]([C:1]3[CH:6]=[CH:5][CH:4]=[CH:3][CH:2]=3)[CH:8]=2)[NH:12][CH:11]=1. The catalyst class is: 4.